Dataset: Full USPTO retrosynthesis dataset with 1.9M reactions from patents (1976-2016). Task: Predict the reactants needed to synthesize the given product. (1) Given the product [Br:1][C:2]1[CH:11]=[C:10]2[C:5]([CH:6]([OH:14])[C:7]([CH3:12])([CH3:13])[CH2:8][O:9]2)=[CH:4][CH:3]=1, predict the reactants needed to synthesize it. The reactants are: [Br:1][C:2]1[CH:11]=[C:10]2[C:5]([C:6](=[O:14])[C:7]([CH3:13])([CH3:12])[CH2:8][O:9]2)=[CH:4][CH:3]=1.[BH4-].[K+]. (2) Given the product [Cl:8][C:4]1[CH:5]=[CH:6][CH:7]=[C:40]([Cl:43])[C:3]=1[NH:9][C:10]([NH:12][C:13]1[S:14][C:15]([C:25]2[CH:26]=[CH:27][CH:28]=[C:29]([O:34][CH3:33])[CH:30]=2)=[CH:16][C:17]=1[C:18]([OH:20])=[O:19])=[O:11], predict the reactants needed to synthesize it. The reactants are: ClC1[CH:7]=[CH:6][CH:5]=[C:4]([Cl:8])[C:3]=1[NH:9][C:10]([NH:12][C:13]1[S:14][C:15]([C:25]2[CH:30]=[CH:29][C:28](OC)=[CH:27][CH:26]=2)=[CH:16][C:17]=1[C:18]([O:20]C(C)(C)C)=[O:19])=[O:11].[C:33](O)(C(F)(F)F)=[O:34].[CH:40]([Cl:43])(Cl)Cl. (3) Given the product [CH2:1]([O:8][C:9]1[CH:18]=[CH:17][C:16]2[N+:15]([O-:33])=[CH:14][C:13]3[N:19]=[CH:20][N:21]([CH2:22][CH:23]([CH3:25])[CH3:24])[C:12]=3[C:11]=2[CH:10]=1)[C:2]1[CH:3]=[CH:4][CH:5]=[CH:6][CH:7]=1, predict the reactants needed to synthesize it. The reactants are: [CH2:1]([O:8][C:9]1[CH:18]=[CH:17][C:16]2[N:15]=[CH:14][C:13]3[N:19]=[CH:20][N:21]([CH2:22][CH:23]([CH3:25])[CH3:24])[C:12]=3[C:11]=2[CH:10]=1)[C:2]1[CH:7]=[CH:6][CH:5]=[CH:4][CH:3]=1.C([O:33]C1C=CC2C3N(CC(C)C)C(C)=NC=3C=NC=2C=1)C1C=CC=CC=1.